From a dataset of NCI-60 drug combinations with 297,098 pairs across 59 cell lines. Regression. Given two drug SMILES strings and cell line genomic features, predict the synergy score measuring deviation from expected non-interaction effect. Drug 1: C(=O)(N)NO. Drug 2: CN(C(=O)NC(C=O)C(C(C(CO)O)O)O)N=O. Cell line: M14. Synergy scores: CSS=-2.02, Synergy_ZIP=-0.884, Synergy_Bliss=-2.61, Synergy_Loewe=-2.91, Synergy_HSA=-2.08.